Dataset: Catalyst prediction with 721,799 reactions and 888 catalyst types from USPTO. Task: Predict which catalyst facilitates the given reaction. (1) Reactant: Br[C:2]1[CH:7]=[CH:6][C:5]([S:8]([NH:11][C:12]2[CH:17]=[CH:16][C:15]([Cl:18])=[CH:14][C:13]=2[C:19]([C:21]2[CH:26]=[CH:25][N:24]=[CH:23][CH:22]=2)=[O:20])(=[O:10])=[O:9])=[CH:4][CH:3]=1.C(=O)([O-])[O-].[Na+].[Na+].[O:33]1[CH:37]=[CH:36][C:35](B(O)O)=[CH:34]1. Product: [Cl:18][C:15]1[CH:16]=[CH:17][C:12]([NH:11][S:8]([C:5]2[CH:6]=[CH:7][C:2]([C:35]3[CH:36]=[CH:37][O:33][CH:34]=3)=[CH:3][CH:4]=2)(=[O:10])=[O:9])=[C:13]([C:19]([C:21]2[CH:26]=[CH:25][N:24]=[CH:23][CH:22]=2)=[O:20])[CH:14]=1. The catalyst class is: 427. (2) Reactant: [CH:1](OCC)(OCC)OCC.[NH2:11][C:12]1[CH:13]=[N:14][C:15]2[C:20]([C:21]=1[NH:22][CH2:23][CH2:24][NH:25][C:26](=[O:32])[O:27][C:28]([CH3:31])([CH3:30])[CH3:29])=[CH:19][CH:18]=[CH:17][CH:16]=2. Product: [N:22]1([CH2:23][CH2:24][NH:25][C:26](=[O:32])[O:27][C:28]([CH3:29])([CH3:31])[CH3:30])[C:21]2[C:20]3[CH:19]=[CH:18][CH:17]=[CH:16][C:15]=3[N:14]=[CH:13][C:12]=2[N:11]=[CH:1]1. The catalyst class is: 11. (3) Reactant: [NH2:1][C:2]1[N:7]=[C:6]([N:8]2[C:21]3[C:16](=[CH:17][CH:18]=[C:19]([C:22]#[C:23][C:24]([C:27]4[S:28][CH:29]=[CH:30][N:31]=4)([OH:26])[CH3:25])[CH:20]=3)[C:10]3([CH2:15][CH2:14][O:13][CH2:12][CH2:11]3)[CH2:9]2)[C:5]([Cl:32])=[CH:4][N:3]=1. Product: [NH2:1][C:2]1[N:7]=[C:6]([N:8]2[C:21]3[C:16](=[CH:17][CH:18]=[C:19]([C:22]#[C:23][C@@:24]([C:27]4[S:28][CH:29]=[CH:30][N:31]=4)([OH:26])[CH3:25])[CH:20]=3)[C:10]3([CH2:15][CH2:14][O:13][CH2:12][CH2:11]3)[CH2:9]2)[C:5]([Cl:32])=[CH:4][N:3]=1. The catalyst class is: 32.